From a dataset of Reaction yield outcomes from USPTO patents with 853,638 reactions. Predict the reaction yield, written as a fraction of the theoretical maximum amount of product (1.0 means a 100% yield; for example, 0.34 means a 34% yield). The reactants are [CH2:1]([O:3]CC)C.Br[C:7]1[CH:8]=[CH:9][C:10]([CH2:13][O:14][C:15]2[CH:20]=[CH:19][C:18]([F:21])=[CH:17][CH:16]=2)=[N:11][CH:12]=1.C([Li])CCC.CN(C)C=O. The catalyst is O. The product is [F:21][C:18]1[CH:19]=[CH:20][C:15]([O:14][CH2:13][C:10]2[N:11]=[CH:12][C:7]([CH:1]=[O:3])=[CH:8][CH:9]=2)=[CH:16][CH:17]=1. The yield is 0.305.